From a dataset of Forward reaction prediction with 1.9M reactions from USPTO patents (1976-2016). Predict the product of the given reaction. (1) The product is: [CH2:9]([O:7][C:6]([C:3]1[CH:4]=[CH:5][NH:1][N:2]=1)=[O:8])[CH3:10]. Given the reactants [NH:1]1[CH:5]=[CH:4][C:3]([C:6]([OH:8])=[O:7])=[N:2]1.[CH2:9](O)[CH3:10], predict the reaction product. (2) Given the reactants [C:1]([N:5]1[C:9]2=[N:10][C:11]([Cl:15])=[N:12][C:13](Cl)=[C:8]2[CH:7]=[N:6]1)([CH3:4])([CH3:3])[CH3:2].[O:16]1[CH2:21][CH2:20][CH:19]([NH2:22])[CH2:18][CH2:17]1, predict the reaction product. The product is: [C:1]([N:5]1[C:9]2=[N:10][C:11]([Cl:15])=[N:12][C:13]([NH:22][CH:19]3[CH2:20][CH2:21][O:16][CH2:17][CH2:18]3)=[C:8]2[CH:7]=[N:6]1)([CH3:4])([CH3:3])[CH3:2]. (3) The product is: [N:6]1[CH:7]=[CH:8][CH:9]=[CH:10][C:5]=1[C:3]1[N:4]=[C:14]([C:13]2[CH:16]=[CH:17][CH:18]=[CH:19][C:12]=2[OH:11])[NH:1][N:2]=1. Given the reactants [NH2:1][NH:2][C:3]([C:5]1[CH:10]=[CH:9][CH:8]=[CH:7][N:6]=1)=[NH:4].[OH:11][C:12]1[CH:19]=[CH:18][CH:17]=[CH:16][C:13]=1[CH:14]=O, predict the reaction product. (4) The product is: [O:75]=[S:72]1(=[O:76])[CH2:73][CH2:74][CH:69]([C:63]2[CH:64]=[CH:65][CH:66]=[CH:67][CH:68]=2)[CH2:70][N:71]1[C:2]1[CH:3]=[C:4]([CH:9]=[C:10]([N+:12]([O-:14])=[O:13])[CH:11]=1)[C:5]([O:7][CH3:8])=[O:6]. Given the reactants Br[C:2]1[CH:3]=[C:4]([CH:9]=[C:10]([N+:12]([O-:14])=[O:13])[CH:11]=1)[C:5]([O:7][CH3:8])=[O:6].C([O-])([O-])=O.[Cs+].[Cs+].CC1(C)C2C(=C(P(C3C=CC=CC=3)C3C=CC=CC=3)C=CC=2)OC2C(P(C3C=CC=CC=3)C3C=CC=CC=3)=CC=CC1=2.[C:63]1([CH:69]2[CH2:74][CH2:73][S:72](=[O:76])(=[O:75])[NH:71][CH2:70]2)[CH:68]=[CH:67][CH:66]=[CH:65][CH:64]=1, predict the reaction product. (5) Given the reactants [Cl:1][C:2]1[S:6][C:5]([C:7](=O)[C:8]([C:13]2[CH:18]=[CH:17][N:16]=[CH:15][CH:14]=2)=[CH:9][N:10](C)C)=[CH:4][CH:3]=1.O.NN.C([N:25](CC)CC)C, predict the reaction product. The product is: [Cl:1][C:2]1[S:6][C:5]([C:7]2[C:8]([C:13]3[CH:18]=[CH:17][N:16]=[CH:15][CH:14]=3)=[CH:9][NH:10][N:25]=2)=[CH:4][CH:3]=1. (6) Given the reactants [CH2:1]([C:3]1[N:7]2[CH:8]=[CH:9][C:10]([NH:12]C(=O)OC(C)(C)C)=[CH:11][C:6]2=[N:5][C:4]=1[CH2:20][CH2:21][CH3:22])[CH3:2].C(OCC)(=O)C.Cl, predict the reaction product. The product is: [CH2:1]([C:3]1[N:7]2[CH:8]=[CH:9][C:10]([NH2:12])=[CH:11][C:6]2=[N:5][C:4]=1[CH2:20][CH2:21][CH3:22])[CH3:2].